This data is from Forward reaction prediction with 1.9M reactions from USPTO patents (1976-2016). The task is: Predict the product of the given reaction. (1) Given the reactants Br[C:2]1[CH:7]=[CH:6][N:5]=[C:4]([Cl:8])[CH:3]=1.[Li]CCCC.[C:14]1(=[O:18])[CH2:17][CH2:16][CH2:15]1.[NH4+].[Cl-], predict the reaction product. The product is: [Cl:8][C:4]1[CH:3]=[C:2]([C:14]2([OH:18])[CH2:17][CH2:16][CH2:15]2)[CH:7]=[CH:6][N:5]=1. (2) Given the reactants [F:1][C:2]([F:31])([F:30])[C:3]1[CH:4]=[C:5]([NH:9][C:10](=[O:29])[NH:11][C:12]2[CH:17]=[CH:16][C:15](C3SC(CCC(OC)=O)=NC=3)=[CH:14][CH:13]=2)[CH:6]=[CH:7][CH:8]=1.[N+](C1C=CC([C:41]2[CH:45]=[CH:44][N:43]([CH:46]3[CH2:51][CH2:50][CH:49]([C:52]([O:54][CH2:55][CH3:56])=[O:53])[CH2:48][CH2:47]3)[N:42]=2)=CC=1)([O-])=O.N(C1C=CC=C(C(F)(F)F)C=1)=C=O, predict the reaction product. The product is: [F:1][C:2]([F:30])([F:31])[C:3]1[CH:4]=[C:5]([NH:9][C:10](=[O:29])[NH:11][C:12]2[CH:17]=[CH:16][C:15]([C:41]3[CH:45]=[CH:44][N:43]([CH:46]4[CH2:47][CH2:48][CH:49]([C:52]([O:54][CH2:55][CH3:56])=[O:53])[CH2:50][CH2:51]4)[N:42]=3)=[CH:14][CH:13]=2)[CH:6]=[CH:7][CH:8]=1. (3) Given the reactants [NH2:1][C:2]1[CH:7]=[CH:6][C:5]([N:8]2[CH2:13][CH2:12][O:11][CH2:10][C:9]2=[O:14])=[C:4]([CH3:15])[CH:3]=1.[CH3:16][C@H:17]1[C:21](=[O:22])[O:20][CH2:19][C@@H:18]1[NH:23][C:24](=[O:33])[O:25][CH2:26][C:27]1[CH:32]=[CH:31][CH:30]=[CH:29][CH:28]=1.C[Al](C)C, predict the reaction product. The product is: [OH:20][CH2:19][C@H:18]([NH:23][C:24](=[O:33])[O:25][CH2:26][C:27]1[CH:32]=[CH:31][CH:30]=[CH:29][CH:28]=1)[C@H:17]([C:21](=[O:22])[NH:1][C:2]1[CH:7]=[CH:6][C:5]([N:8]2[CH2:13][CH2:12][O:11][CH2:10][C:9]2=[O:14])=[C:4]([CH3:15])[CH:3]=1)[CH3:16]. (4) Given the reactants [NH2:1][C:2]([C:16]1[CH:21]=[C:20]([F:22])[CH:19]=[C:18]([F:23])[CH:17]=1)([CH3:15])[CH2:3][NH:4][C:5]1([C:11](OC)=[O:12])[CH2:10][CH2:9][CH2:8][CH2:7][CH2:6]1.CC(O)=O.C([O-])(O)=O.[Na+], predict the reaction product. The product is: [F:23][C:18]1[CH:17]=[C:16]([C@@:2]2([CH3:15])[NH:1][C:11](=[O:12])[C:5]3([CH2:10][CH2:9][CH2:8][CH2:7][CH2:6]3)[NH:4][CH2:3]2)[CH:21]=[C:20]([F:22])[CH:19]=1. (5) The product is: [N+:17]([C:20]1[CH:25]=[CH:24][CH:23]=[CH:22][C:21]=1[S:26]([N:1]1[C:9]2[C:4](=[CH:5][CH:6]=[CH:7][CH:8]=2)[CH2:3][CH2:2]1)(=[O:28])=[O:27])([O-:19])=[O:18]. Given the reactants [NH:1]1[C:9]2[C:4](=[CH:5][CH:6]=[CH:7][CH:8]=2)[CH2:3][CH2:2]1.C(N(CC)CC)C.[N+:17]([C:20]1[CH:25]=[CH:24][CH:23]=[CH:22][C:21]=1[S:26](Cl)(=[O:28])=[O:27])([O-:19])=[O:18], predict the reaction product. (6) The product is: [CH2:15]([O:14][C:4]1[C:5]2[C:6]3[C:11](=[CH:10][CH:9]=[CH:8][CH:7]=3)[NH:12][C:13]=2[CH:1]=[CH:2][CH:3]=1)[C:16]1[CH:21]=[CH:20][CH:19]=[CH:18][CH:17]=1. Given the reactants [CH:1]1[C:13]2[NH:12][C:11]3[C:6](=[CH:7][CH:8]=[CH:9][CH:10]=3)[C:5]=2[C:4]([OH:14])=[CH:3][CH:2]=1.[CH2:15](Br)[C:16]1[CH:21]=[CH:20][CH:19]=[CH:18][CH:17]=1.C(=O)([O-])[O-].[K+].[K+], predict the reaction product. (7) The product is: [ClH:28].[NH2:7][C@H:8]1[CH2:14][O:13][C:12]2[CH:15]=[CH:16][C:17]([C:19]3[O:20][C:21](=[O:24])[NH:22][N:23]=3)=[CH:18][C:11]=2[N:10]([CH3:25])[C:9]1=[O:26]. Given the reactants C(OC(=O)[NH:7][C@H:8]1[CH2:14][O:13][C:12]2[CH:15]=[CH:16][C:17]([C:19]3[O:20][C:21](=[O:24])[NH:22][N:23]=3)=[CH:18][C:11]=2[N:10]([CH3:25])[C:9]1=[O:26])(C)(C)C.[ClH:28].O1CCOCC1, predict the reaction product.